This data is from Forward reaction prediction with 1.9M reactions from USPTO patents (1976-2016). The task is: Predict the product of the given reaction. (1) Given the reactants [NH2:1][C@H:2]1[CH2:7][CH2:6][C@H:5]([OH:8])[CH2:4][CH2:3]1.[Cl:9][C:10]1[CH:18]=[C:17]2[C:13]([C@@:14]3([C:27]4([CH2:32][CH2:31][C:30]([CH3:34])([CH3:33])[CH2:29][CH2:28]4)[N:26]4[C@@H:21]([C:22](=[O:47])[O:23][C@@H:24]([C:41]5[CH:46]=[CH:45][CH:44]=[CH:43][CH:42]=5)[C@H:25]4[C:35]4[CH:40]=[CH:39][CH:38]=[CH:37][CH:36]=4)[C@@H:20]3[C:48]3[CH:53]=[CH:52][CH:51]=[C:50]([Cl:54])[C:49]=3[F:55])[C:15](=[O:19])[NH:16]2)=[CH:12][CH:11]=1.[Cl-].[NH4+], predict the reaction product. The product is: [Cl:9][C:10]1[CH:18]=[C:17]2[C:13]([C:14]3([C@@H:20]([C:48]4[CH:53]=[CH:52][CH:51]=[C:50]([Cl:54])[C:49]=4[F:55])[C@H:21]([C:22]([NH:1][C@H:2]4[CH2:7][CH2:6][C@H:5]([OH:8])[CH2:4][CH2:3]4)=[O:47])[N:26]([C@H:25]([C:35]4[CH:36]=[CH:37][CH:38]=[CH:39][CH:40]=4)[C@@H:24]([OH:23])[C:41]4[CH:42]=[CH:43][CH:44]=[CH:45][CH:46]=4)[C:27]43[CH2:28][CH2:29][C:30]([CH3:34])([CH3:33])[CH2:31][CH2:32]4)[C:15](=[O:19])[NH:16]2)=[CH:12][CH:11]=1. (2) Given the reactants [Cl:1][C:2]1[CH:3]=[C:4]([O:23][CH2:24][CH:25]=[C:26]([Cl:28])[Cl:27])[CH:5]=[C:6]([Cl:22])[C:7]=1[O:8][CH2:9][CH2:10][CH2:11][CH2:12][O:13][CH2:14][CH:15](OCC)[O:16]CC.C(O)(=O)C.Cl, predict the reaction product. The product is: [Cl:1][C:2]1[CH:3]=[C:4]([O:23][CH2:24][CH:25]=[C:26]([Cl:28])[Cl:27])[CH:5]=[C:6]([Cl:22])[C:7]=1[O:8][CH2:9][CH2:10][CH2:11][CH2:12][O:13][CH2:14][CH:15]=[O:16].